Dataset: Forward reaction prediction with 1.9M reactions from USPTO patents (1976-2016). Task: Predict the product of the given reaction. (1) Given the reactants Br[CH2:2][B-:3]([F:6])([F:5])[F:4].[K+:7].[C:8]([O:12][C:13]([NH:15][C@@H:16]1[CH2:20][CH2:19][NH:18][CH2:17]1)=[O:14])([CH3:11])([CH3:10])[CH3:9].CC(C)=O.C(=O)([O-])[O-].[K+].[K+], predict the reaction product. The product is: [CH3:11][C:8]([O:12][C:13]([NH:15][C@@H:16]1[CH2:20][CH2:19][N:18]([CH2:2][B-:3]([F:6])([F:5])[F:4])[CH2:17]1)=[O:14])([CH3:9])[CH3:10].[K+:7]. (2) Given the reactants [F:1][C:2]([F:15])([F:14])[C:3]([NH:5][C:6]1[CH:11]=[CH:10][C:9]([O:12][CH3:13])=[CH:8][CH:7]=1)=O.P(Cl)(Cl)([Cl:18])=O.C(N(CC)CC)C.C(#N)C, predict the reaction product. The product is: [CH3:13][O:12][C:9]1[CH:10]=[CH:11][C:6]([N:5]=[C:3]([Cl:18])[C:2]([F:15])([F:14])[F:1])=[CH:7][CH:8]=1. (3) Given the reactants [Cl:1][C:2]1[CH:7]=[CH:6][C:5]([C:8]2[N:9]=[C:10]3[CH:15]=[CH:14][C:13]([C:16]4[CH:21]=[CH:20][CH:19]=[CH:18][CH:17]=4)=[CH:12][N:11]3[C:22]=2[CH:23]=O)=[CH:4][CH:3]=1.[C:25]([N:32]1[CH2:37][CH2:36][NH:35][CH2:34][CH2:33]1)([O:27][C:28]([CH3:31])([CH3:30])[CH3:29])=[O:26].[BH-](OC(C)=O)(OC(C)=O)OC(C)=O.[Na+], predict the reaction product. The product is: [Cl:1][C:2]1[CH:3]=[CH:4][C:5]([C:8]2[N:9]=[C:10]3[CH:15]=[CH:14][C:13]([C:16]4[CH:21]=[CH:20][CH:19]=[CH:18][CH:17]=4)=[CH:12][N:11]3[C:22]=2[CH2:23][N:35]2[CH2:34][CH2:33][N:32]([C:25]([O:27][C:28]([CH3:31])([CH3:30])[CH3:29])=[O:26])[CH2:37][CH2:36]2)=[CH:6][CH:7]=1. (4) Given the reactants [CH3:1][C:2]1[CH:8]=[C:7]([C:9]([F:21])([C:14]([F:20])([F:19])[C:15]([F:18])([F:17])[F:16])[C:10]([F:13])([F:12])[F:11])[CH:6]=[C:5]([CH3:22])[C:3]=1N.[N:23]1C=CC=CC=1.O1CCCC1.[Cl:34][C:35]([Cl:51])([Cl:50])[CH2:36][O:37][C:38]([NH:40][C:41]1[CH:42]=[C:43]([CH:47]=[CH:48][CH:49]=1)[C:44](Cl)=[O:45])=[O:39], predict the reaction product. The product is: [CH3:22][C:5]1[CH:6]=[C:7]([C:9]([F:21])([C:14]([F:19])([F:20])[C:15]([F:16])([F:17])[F:18])[C:10]([F:11])([F:12])[F:13])[CH:8]=[C:2]([CH3:1])[C:3]=1[C:42]1[C:41]([NH:40][C:38]([O:37][CH2:36][C:35]([Cl:51])([Cl:50])[Cl:34])=[O:39])=[CH:49][CH:48]=[CH:47][C:43]=1[C:44]([NH2:23])=[O:45]. (5) Given the reactants [CH3:1][N:2]1[CH:6]=[CH:5][CH:4]=[C:3]1[CH2:7][C:8]#[N:9].[F:10][C:11]([F:22])([F:21])[C:12]1[CH:20]=[CH:19][C:15]([C:16](Cl)=[O:17])=[CH:14][CH:13]=1, predict the reaction product. The product is: [CH3:1][N:2]1[C:6]([C:16](=[O:17])[C:15]2[CH:19]=[CH:20][C:12]([C:11]([F:10])([F:21])[F:22])=[CH:13][CH:14]=2)=[CH:5][CH:4]=[C:3]1[CH2:7][C:8]#[N:9].